This data is from Reaction yield outcomes from USPTO patents with 853,638 reactions. The task is: Predict the reaction yield, written as a fraction of the theoretical maximum amount of product (1.0 means a 100% yield; for example, 0.34 means a 34% yield). (1) The reactants are Cl[C:2]1[C:3]2[S:15][CH:14]=[CH:13][C:4]=2[N:5]=[C:6]([C:8]([O:10][CH2:11][CH3:12])=[O:9])[N:7]=1.[Br:16][C:17]1[CH:18]=[C:19](B(O)O)[CH:20]=[CH:21][CH:22]=1. No catalyst specified. The product is [Br:16][C:17]1[CH:22]=[C:21]([C:2]2[C:3]3[S:15][CH:14]=[CH:13][C:4]=3[N:5]=[C:6]([C:8]([O:10][CH2:11][CH3:12])=[O:9])[N:7]=2)[CH:20]=[CH:19][CH:18]=1. The yield is 0.430. (2) The reactants are [C:1]([C@H:5]1[CH2:10][CH2:9][C@H:8]([O:11][C:12]2[CH:21]=[CH:20][C:19]3[C:14](=[CH:15][CH:16]=[C:17]([CH:22]([N+:24]([O-:26])=[O:25])[CH3:23])[CH:18]=3)[CH:13]=2)[CH2:7][CH2:6]1)([CH3:4])([CH3:3])[CH3:2].BrC1C=C2C(=CC=1)C([C:38]([F:41])([F:40])[F:39])=C(O[C@H]1CC[C@H](C(C)(C)C)CC1)C=C2. No catalyst specified. The product is [C:1]([C@H:5]1[CH2:10][CH2:9][C@H:8]([O:11][C:12]2[CH:21]=[CH:20][C:19]3[C:14](=[CH:15][CH:16]=[C:17]([CH:22]([N+:24]([O-:26])=[O:25])[CH3:23])[CH:18]=3)[C:13]=2[C:38]([F:41])([F:40])[F:39])[CH2:7][CH2:6]1)([CH3:2])([CH3:3])[CH3:4]. The yield is 0.350. (3) The reactants are C([O:3][P:4]([CH2:9][CH2:10][O:11][CH2:12][CH2:13][CH2:14][CH2:15][CH2:16][CH2:17][NH:18][C:19](=[O:23])[C:20]([CH3:22])=[CH2:21])([O:6]CC)=[O:5])C. The yield is 0.720. The catalyst is C(Cl)Cl. The product is [OH:5][P:4]([CH2:9][CH2:10][O:11][CH2:12][CH2:13][CH2:14][CH2:15][CH2:16][CH2:17][NH:18][C:19](=[O:23])[C:20]([CH3:22])=[CH2:21])([OH:6])=[O:3].